Dataset: Reaction yield outcomes from USPTO patents with 853,638 reactions. Task: Predict the reaction yield, written as a fraction of the theoretical maximum amount of product (1.0 means a 100% yield; for example, 0.34 means a 34% yield). (1) The reactants are [CH3:1][O:2][C:3](=[O:25])[C:4]1[CH:9]=[CH:8][C:7]([C:10]2[CH:11]=[N:12][C:13]([NH2:24])=[C:14]([O:16]CC3C=CC=CC=3)[CH:15]=2)=[CH:6][CH:5]=1. The catalyst is CCO.O.[Pd]. The product is [CH3:1][O:2][C:3](=[O:25])[C:4]1[CH:5]=[CH:6][C:7]([C:10]2[CH:11]=[N:12][C:13]([NH2:24])=[C:14]([OH:16])[CH:15]=2)=[CH:8][CH:9]=1. The yield is 0.310. (2) The reactants are Cl.C(OC([NH:9][CH:10](C)[CH2:11][N:12]1[C:16]([C:17](OCC)=[O:18])=[CH:15][C:14]([CH2:22][O:23][C:24]2[CH:29]=[CH:28][CH:27]=[CH:26][CH:25]=2)=[N:13]1)=O)(C)(C)C. The catalyst is O1CCOCC1. The product is [O:23]([CH2:22][C:14]1[CH:15]=[C:16]2[C:17](=[O:18])[NH:9][CH2:10][CH2:11][N:12]2[N:13]=1)[C:24]1[CH:29]=[CH:28][CH:27]=[CH:26][CH:25]=1. The yield is 0.710. (3) The reactants are P(Cl)(Cl)([Cl:3])=O.[CH3:6][N:7]([CH3:10])C=O.[OH:11][C:12]1N(C)[N:15]=[C:14]([C:18]([O:20][CH2:21][CH3:22])=[O:19])[CH:13]=1.C(=O)([O-])O.[Na+]. The catalyst is O. The product is [Cl:3][C:10]1[N:7]([CH3:6])[N:15]=[C:14]([C:18]([O:20][CH2:21][CH3:22])=[O:19])[C:13]=1[CH:12]=[O:11]. The yield is 0.880.